Task: Predict the reactants needed to synthesize the given product.. Dataset: Full USPTO retrosynthesis dataset with 1.9M reactions from patents (1976-2016) (1) Given the product [C:23]([C:22]1[CH:21]=[C:28]([F:29])[CH:27]=[C:26]([F:30])[C:25]=1[O:1][C:2]1[CH:12]=[CH:11][CH:10]=[C:9]([CH3:13])[C:3]=1[C:4]([O:6][CH2:7][CH3:8])=[O:5])#[N:24], predict the reactants needed to synthesize it. The reactants are: [OH:1][C:2]1[CH:12]=[CH:11][CH:10]=[C:9]([CH3:13])[C:3]=1[C:4]([O:6][CH2:7][CH3:8])=[O:5].C(=O)([O-])[O-].[K+].[K+].F[C:21]1[C:28]([F:29])=[CH:27][C:26]([F:30])=[CH:25][C:22]=1[C:23]#[N:24]. (2) The reactants are: C([O:5][C:6](=[O:20])[C:7]1[CH:12]=[C:11]([CH2:13][O:14][CH3:15])[N:10]=[C:9]([NH:16][CH2:17][CH:18]=[CH2:19])[CH:8]=1)(C)(C)C. Given the product [CH2:17]([NH:16][C:9]1[CH:8]=[C:7]([CH:12]=[C:11]([CH2:13][O:14][CH3:15])[N:10]=1)[C:6]([OH:20])=[O:5])[CH:18]=[CH2:19], predict the reactants needed to synthesize it. (3) Given the product [ClH:16].[CH3:9][N:10]([CH2:12][CH:3]1[C:4](=[O:7])[CH2:5][CH2:6][S:1][CH2:2]1)[CH3:11], predict the reactants needed to synthesize it. The reactants are: [S:1]1[CH2:6][CH2:5][C:4](=[O:7])[CH2:3][CH2:2]1.[Cl-].[CH3:9][N+:10](=[CH2:12])[CH3:11].C([Cl:16])(=O)C. (4) Given the product [C:11]([O:14][C:5]1[C:6]([F:9])=[CH:7][CH:8]=[C:3]([C:1]#[N:2])[N:4]=1)(=[O:13])[CH3:12], predict the reactants needed to synthesize it. The reactants are: [C:1]([C:3]1[CH:8]=[CH:7][C:6]([F:9])=[CH:5][N+:4]=1[O-])#[N:2].[C:11]([O:14]C(=O)C)(=[O:13])[CH3:12]. (5) Given the product [Cl:1][C:2]1[CH:7]=[C:6]([Cl:8])[CH:5]=[CH:4][C:3]=1[S:9]([NH:12][C:13]1[CH:18]=[CH:17][C:16]([CH:19]=[O:20])=[CH:15][CH:14]=1)(=[O:10])=[O:11], predict the reactants needed to synthesize it. The reactants are: [Cl:1][C:2]1[CH:7]=[C:6]([Cl:8])[CH:5]=[CH:4][C:3]=1[S:9]([NH:12][C:13]1[CH:18]=[CH:17][C:16]([CH2:19][OH:20])=[CH:15][CH:14]=1)(=[O:11])=[O:10]. (6) Given the product [CH3:6][C:2]([NH:7][C:8]1[CH:13]=[CH:12][CH:11]=[CH:10][CH:9]=1)([CH3:1])[CH2:3][NH2:5], predict the reactants needed to synthesize it. The reactants are: [CH3:1][C:2]([NH:7][C:8]1[CH:13]=[CH:12][CH:11]=[CH:10][CH:9]=1)([CH3:6])[C:3]([NH2:5])=O.[H-].[H-].[H-].[H-].[Li+].[Al+3].